This data is from Forward reaction prediction with 1.9M reactions from USPTO patents (1976-2016). The task is: Predict the product of the given reaction. Given the reactants FC(F)(F)C(O)=O.[CH3:8][C@@H:9]1[CH2:13][CH2:12][CH2:11][N:10]1[CH2:14][CH2:15][C:16]1[CH:21]=[CH:20][C:19]([C:22]2[CH:27]=[CH:26][C:25]([C:28]3([C:33]([NH:35][C@@H:36]4[CH2:41][CH2:40][CH2:39][CH2:38][C@H:37]4[C:42]([O:44]CC)=[O:43])=[O:34])[CH2:32][CH2:31][CH2:30][CH2:29]3)=[CH:24][CH:23]=2)=[CH:18][CH:17]=1.[OH-].[Na+].Cl, predict the reaction product. The product is: [CH3:8][C@@H:9]1[CH2:13][CH2:12][CH2:11][N:10]1[CH2:14][CH2:15][C:16]1[CH:17]=[CH:18][C:19]([C:22]2[CH:27]=[CH:26][C:25]([C:28]3([C:33]([NH:35][C@@H:36]4[CH2:41][CH2:40][CH2:39][CH2:38][C@H:37]4[C:42]([OH:44])=[O:43])=[O:34])[CH2:32][CH2:31][CH2:30][CH2:29]3)=[CH:24][CH:23]=2)=[CH:20][CH:21]=1.